This data is from Catalyst prediction with 721,799 reactions and 888 catalyst types from USPTO. The task is: Predict which catalyst facilitates the given reaction. (1) Reactant: [Br:1][C:2]1[CH:3]=[C:4]([N+:10]([O-])=O)[C:5]([O:8][CH3:9])=[N:6][CH:7]=1.O.O.[Sn](Cl)Cl. Product: [Br:1][C:2]1[CH:3]=[C:4]([NH2:10])[C:5]([O:8][CH3:9])=[N:6][CH:7]=1. The catalyst class is: 13. (2) Reactant: [Cl:1][C:2]1[CH:26]=[CH:25][CH:24]=[CH:23][C:3]=1[NH:4][C:5]1[CH:22]=[CH:21][C:8]2[C:9](=[O:20])[C:10]3[CH:17]=[C:16]([O:18]C)[CH:15]=[CH:14][C:11]=3[CH2:12][CH2:13][C:7]=2[CH:6]=1.Br. Product: [Cl:1][C:2]1[CH:26]=[CH:25][CH:24]=[CH:23][C:3]=1[NH:4][C:5]1[CH:22]=[CH:21][C:8]2[C:9](=[O:20])[C:10]3[CH:17]=[C:16]([OH:18])[CH:15]=[CH:14][C:11]=3[CH2:12][CH2:13][C:7]=2[CH:6]=1. The catalyst class is: 15. (3) Reactant: C[N:2]([CH3:24])/[CH:3]=[CH:4]/[C:5](=[C:19]([C:22]#[N:23])C#N)[C:6]1[CH:15]=[CH:14][C:13]2[C:8](=[CH:9][CH:10]=[C:11]([N:16]([CH3:18])[CH3:17])[CH:12]=2)[CH:7]=1.[ClH:25]. Product: [Cl:25][C:24]1[N:2]=[CH:3][CH:4]=[C:5]([C:6]2[CH:15]=[CH:14][C:13]3[C:8](=[CH:9][CH:10]=[C:11]([N:16]([CH3:17])[CH3:18])[CH:12]=3)[CH:7]=2)[C:19]=1[C:22]#[N:23]. The catalyst class is: 32. (4) Reactant: [OH:1][C:2]1[CH:7]=[CH:6][C:5]([C:8]2[CH:13]=[CH:12][C:11]([N+:14]([O-:16])=[O:15])=[CH:10][CH:9]=2)=[CH:4][CH:3]=1.C(=O)([O-])[O-].[K+].[K+].I[CH2:24][CH2:25][CH3:26]. Product: [N+:14]([C:11]1[CH:12]=[CH:13][C:8]([C:5]2[CH:4]=[CH:3][C:2]([O:1][CH2:24][CH2:25][CH3:26])=[CH:7][CH:6]=2)=[CH:9][CH:10]=1)([O-:16])=[O:15]. The catalyst class is: 372. (5) Reactant: FC(F)(F)C(O)=O.[F:8][CH:9]([F:50])[C:10]1[N:11]=[CH:12][C:13]([C:16]([NH:18][C:19]2[CH:20]=[CH:21][C:22]([F:49])=[C:23]([C@:25]34[CH2:33][O:32][C@H:31]([C:34]([F:37])([F:36])[F:35])[C@H:30]3[C:29](=[O:38])[N:28]([CH2:39][CH3:40])[C:27]([NH:41]C(=O)OC(C)(C)C)=[N:26]4)[CH:24]=2)=[O:17])=[N:14][CH:15]=1. Product: [NH2:41][C:27]1[N:28]([CH2:39][CH3:40])[C:29](=[O:38])[C@@H:30]2[C@@H:31]([C:34]([F:37])([F:36])[F:35])[O:32][CH2:33][C@:25]2([C:23]2[CH:24]=[C:19]([NH:18][C:16]([C:13]3[CH:12]=[N:11][C:10]([CH:9]([F:50])[F:8])=[CH:15][N:14]=3)=[O:17])[CH:20]=[CH:21][C:22]=2[F:49])[N:26]=1. The catalyst class is: 2. (6) Reactant: [Cl:1][C:2]1[CH:3]=[C:4]([CH2:12]Cl)[C:5]2[O:9][C:8](=[O:10])[NH:7][C:6]=2[CH:11]=1.CO.[NH3:16]. Product: [NH2:16][CH2:12][C:4]1[C:5]2[O:9][C:8](=[O:10])[NH:7][C:6]=2[CH:11]=[C:2]([Cl:1])[CH:3]=1. The catalyst class is: 5.